From a dataset of Peptide-MHC class II binding affinity with 134,281 pairs from IEDB. Regression. Given a peptide amino acid sequence and an MHC pseudo amino acid sequence, predict their binding affinity value. This is MHC class II binding data. (1) The MHC is DRB3_0101 with pseudo-sequence DRB3_0101. The binding affinity (normalized) is 0.139. The peptide sequence is PRTKYTATISGLKPG. (2) The peptide sequence is GEALSTLVLNRLKVG. The MHC is DRB1_0101 with pseudo-sequence DRB1_0101. The binding affinity (normalized) is 0.392. (3) The peptide sequence is TVDKSKPKVYQWF. The MHC is DRB4_0101 with pseudo-sequence DRB4_0103. The binding affinity (normalized) is 0. (4) The peptide sequence is FFFLFNILTGKKITAHHHHHH. The MHC is HLA-DQA10102-DQB10501 with pseudo-sequence HLA-DQA10102-DQB10501. The binding affinity (normalized) is 0. (5) The MHC is DRB1_0101 with pseudo-sequence DRB1_0101. The binding affinity (normalized) is 0.606. The peptide sequence is EDFSEAVGNSMKYTC. (6) The peptide sequence is TRRGRVKIDEVSRMF. The MHC is DRB1_0301 with pseudo-sequence DRB1_0301. The binding affinity (normalized) is 0.797. (7) The peptide sequence is SGNLVMFQMQDHQLI. The MHC is DRB1_0101 with pseudo-sequence DRB1_0101. The binding affinity (normalized) is 0.208. (8) The peptide sequence is SCIAIGIITLYLGAVVQA. The MHC is DRB1_0401 with pseudo-sequence DRB1_0401. The binding affinity (normalized) is 0.209. (9) The peptide sequence is ASRENSGGGVEGIGL. The MHC is DRB3_0101 with pseudo-sequence DRB3_0101. The binding affinity (normalized) is 0. (10) The peptide sequence is LYGALLLAYGFYTTGAVRQI. The MHC is H-2-IAk with pseudo-sequence H-2-IAk. The binding affinity (normalized) is 0.0485.